This data is from Catalyst prediction with 721,799 reactions and 888 catalyst types from USPTO. The task is: Predict which catalyst facilitates the given reaction. Reactant: [CH3:1][O:2][C:3]1[N:4]=[CH:5][C:6]([C:9](OC)=[O:10])=[N:7][CH:8]=1.[BH4-].[Na+].CO. Product: [CH3:1][O:2][C:3]1[N:4]=[CH:5][C:6]([CH2:9][OH:10])=[N:7][CH:8]=1. The catalyst class is: 1.